From a dataset of Full USPTO retrosynthesis dataset with 1.9M reactions from patents (1976-2016). Predict the reactants needed to synthesize the given product. (1) The reactants are: N(C(C)=O)(CNC(C)=O)CNC(C)=O.C=O.O.[C:18]([OH:21])(=[O:20])[CH3:19].N(CC(O)=O)CC(O)=O.[C:31]([NH:34][CH2:35][C:36]([OH:38])=[O:37])(=[O:33])[CH3:32]. Given the product [C:31]([N:34]([CH2:35][C:36]([OH:38])=[O:37])[CH2:19][C:18]([OH:21])=[O:20])(=[O:33])[CH3:32], predict the reactants needed to synthesize it. (2) Given the product [C:36]([NH:2][CH2:3][CH2:4][O:5][C:6]([C:8]1[CH:9]([C:29]2[CH:34]=[CH:33][CH:32]=[CH:31][C:30]=2[F:35])[C:10]2[C:17]([NH2:18])=[C:16]([C:19](=[O:28])[C:20]3[CH:25]=[CH:24][C:23]([Cl:26])=[C:22]([Cl:27])[CH:21]=3)[S:15][C:11]=2[NH:12][C:13]=1[CH3:14])=[O:7])(=[O:38])[CH3:37], predict the reactants needed to synthesize it. The reactants are: Cl.[NH2:2][CH2:3][CH2:4][O:5][C:6]([C:8]1[CH:9]([C:29]2[CH:34]=[CH:33][CH:32]=[CH:31][C:30]=2[F:35])[C:10]2[C:17]([NH2:18])=[C:16]([C:19](=[O:28])[C:20]3[CH:25]=[CH:24][C:23]([Cl:26])=[C:22]([Cl:27])[CH:21]=3)[S:15][C:11]=2[NH:12][C:13]=1[CH3:14])=[O:7].[C:36](OC(=O)C)(=[O:38])[CH3:37].C1COCC1.C(N(CC)CC)C. (3) Given the product [CH3:10][C:9]1[O:8][C:7]([C:11]2[CH:12]=[N:13][CH:14]=[CH:15][CH:16]=2)=[N:6][C:5]=1[CH2:4][C:3]([OH:17])=[O:2], predict the reactants needed to synthesize it. The reactants are: C[O:2][C:3](=[O:17])[CH2:4][C:5]1[N:6]=[C:7]([C:11]2[CH:12]=[N:13][CH:14]=[CH:15][CH:16]=2)[O:8][C:9]=1[CH3:10].O.[OH-].[Li+].[OH-].[Na+]. (4) Given the product [NH2:24][C@H:19]1[CH2:20][C@@H:21]([CH3:23])[CH2:22][C@@H:17]([C:16]2[CH:15]=[CH:14][N:13]=[CH:12][C:11]=2[NH:10][C:8](=[O:9])[C:6]2[CH:5]=[CH:4][C:3]([F:32])=[C:2]([C:35]3[C:36]([F:41])=[CH:37][CH:38]=[C:39]([OH:40])[C:34]=3[F:33])[N:7]=2)[CH2:18]1, predict the reactants needed to synthesize it. The reactants are: Br[C:2]1[N:7]=[C:6]([C:8]([NH:10][C:11]2[CH:12]=[N:13][CH:14]=[CH:15][C:16]=2[C@@H:17]2[CH2:22][C@H:21]([CH3:23])[CH2:20][C@H:19]([NH:24]C(=O)OC(C)(C)C)[CH2:18]2)=[O:9])[CH:5]=[CH:4][C:3]=1[F:32].[F:33][C:34]1[C:39]([OH:40])=[CH:38][CH:37]=[C:36]([F:41])[C:35]=1B(O)O.[F-].[K+].P(C(C)(C)C)(C(C)(C)C)C(C)(C)C. (5) Given the product [N+:11]([C:4]1[CH:5]=[C:6]2[CH2:20][CH2:15][CH2:16][C:7]2=[N:2][CH:3]=1)([O-:13])=[O:12], predict the reactants needed to synthesize it. The reactants are: C[N:2]1[CH:7]=[C:6]([N+]([O-])=O)[CH:5]=[C:4]([N+:11]([O-:13])=[O:12])[C:3]1=O.[C:15]1(=O)[CH2:20]CCC[CH2:16]1.N. (6) Given the product [ClH:33].[N:1]1([C:16]([O:18][CH2:19][CH:20]2[C:32]3[CH:31]=[CH:30][CH:29]=[CH:28][C:27]=3[C:26]3[C:21]2=[CH:22][CH:23]=[CH:24][CH:25]=3)=[O:17])[CH2:5][CH2:4][CH:3]2[CH2:6][NH:7][CH2:8][CH:2]12, predict the reactants needed to synthesize it. The reactants are: [N:1]1([C:16]([O:18][CH2:19][CH:20]2[C:32]3[CH:31]=[CH:30][CH:29]=[CH:28][C:27]=3[C:26]3[C:21]2=[CH:22][CH:23]=[CH:24][CH:25]=3)=[O:17])[CH2:5][CH2:4][CH:3]2[CH2:6][N:7](C(OC(C)(C)C)=O)[CH2:8][CH:2]12.[ClH:33]. (7) Given the product [F:1][C:2]1[CH:28]=[CH:27][C:5]([C:6]([N:8]2[CH2:13][CH2:12][CH2:11][CH:10]([C:14]3[O:15][C:18]([C:19]4[CH:20]=[CH:21][C:22]([F:25])=[CH:23][CH:24]=4)=[N:17][N:16]=3)[CH2:9]2)=[O:7])=[CH:4][CH:3]=1, predict the reactants needed to synthesize it. The reactants are: [F:1][C:2]1[CH:28]=[CH:27][C:5]([C:6]([N:8]2[CH2:13][CH2:12][CH2:11][C@H:10]([C:14]([NH:16][NH:17][C:18](=O)[C:19]3[CH:24]=[CH:23][C:22]([F:25])=[CH:21][CH:20]=3)=[O:15])[CH2:9]2)=[O:7])=[CH:4][CH:3]=1.C1(C)C=CC(S(Cl)(=O)=O)=CC=1.C(N=P1(N(CC)CC)N(C)CCCN1C)(C)(C)C. (8) The reactants are: Cl.[NH2:2][C:3]1[C:11]([OH:12])=[C:10]2[C:6]([CH2:7][CH2:8][CH:9]2[CH2:13][CH2:14][NH:15][C:16](=[O:18])[CH3:17])=[CH:5][CH:4]=1.[F:19][C:20]([F:31])([F:30])[C:21](O[C:21](=[O:22])[C:20]([F:31])([F:30])[F:19])=[O:22].O. Given the product [C:16]([NH:15][CH2:14][CH2:13][CH:9]1[C:10]2[C:6](=[CH:5][CH:4]=[C:3]([NH:2][C:21](=[O:22])[C:20]([F:31])([F:30])[F:19])[C:11]=2[OH:12])[CH2:7][CH2:8]1)(=[O:18])[CH3:17], predict the reactants needed to synthesize it. (9) Given the product [CH:1]1([CH2:4][O:5][C:6]2[CH:14]=[CH:13][C:9]([C:10]([Cl:19])=[O:11])=[CH:8][C:7]=2[F:15])[CH2:3][CH2:2]1, predict the reactants needed to synthesize it. The reactants are: [CH:1]1([CH2:4][O:5][C:6]2[CH:14]=[CH:13][C:9]([C:10](O)=[O:11])=[CH:8][C:7]=2[F:15])[CH2:3][CH2:2]1.C(Cl)(=O)C([Cl:19])=O.